Dataset: CYP2D6 inhibition data for predicting drug metabolism from PubChem BioAssay. Task: Regression/Classification. Given a drug SMILES string, predict its absorption, distribution, metabolism, or excretion properties. Task type varies by dataset: regression for continuous measurements (e.g., permeability, clearance, half-life) or binary classification for categorical outcomes (e.g., BBB penetration, CYP inhibition). Dataset: cyp2d6_veith. (1) The compound is S=C(NCCSCc1c(Cl)cccc1Cl)Nc1ccccc1. The result is 1 (inhibitor). (2) The drug is S=C=Nc1cccc(C2(N3CCCCC3)CCCCC2)c1. The result is 1 (inhibitor). (3) The compound is CCCC[C@]1(C2CCCC2)Cc2cc(OCC(=O)O)c(Cl)c(Cl)c2C1=O. The result is 0 (non-inhibitor). (4) The molecule is COCCNc1nc(-c2ccccc2Cl)nc2ccccc12. The result is 0 (non-inhibitor). (5) The compound is CCOC(=O)/C(C#N)=C\c1ccc(OCC(=O)Nc2ccc(C)cc2C)c(OC)c1. The result is 0 (non-inhibitor). (6) The compound is NCC[C@H](N)C(=O)O. The result is 0 (non-inhibitor). (7) The compound is Cc1ccc(Oc2ncc(CN3CCOCC3)s2)cc1. The result is 0 (non-inhibitor).